Dataset: Forward reaction prediction with 1.9M reactions from USPTO patents (1976-2016). Task: Predict the product of the given reaction. (1) Given the reactants C[O:2][C:3]([C:5]1[CH:23]=[CH:22][C:8]2[N:9]=[C:10](COC3C=CC(Cl)=CC=3Cl)[O:11][C:7]=2[CH:6]=1)=[O:4].[Br-].[Al+3].[Br-].[Br-].O.Cl, predict the reaction product. The product is: [O:11]1[C:7]2[CH:6]=[C:5]([C:3]([OH:4])=[O:2])[CH:23]=[CH:22][C:8]=2[N:9]=[CH:10]1. (2) Given the reactants CS(O[CH2:6][CH:7]1[CH2:9][CH:8]1[C:10]1[N:14]2[C:15](=[O:30])[CH:16]=[C:17]([CH2:19][N:20]([CH2:28][CH3:29])[C:21]3[CH:26]=[CH:25][C:24]([F:27])=[CH:23][CH:22]=3)[N:18]=[C:13]2[S:12][C:11]=1[CH3:31])(=O)=O.[F-:32].[Cs+], predict the reaction product. The product is: [CH2:28]([N:20]([CH2:19][C:17]1[N:18]=[C:13]2[S:12][C:11]([CH3:31])=[C:10]([C@@H:8]3[CH2:9][C@H:7]3[CH2:6][F:32])[N:14]2[C:15](=[O:30])[CH:16]=1)[C:21]1[CH:26]=[CH:25][C:24]([F:27])=[CH:23][CH:22]=1)[CH3:29]. (3) Given the reactants [CH2:1]([C:3]([CH2:8][OH:9])([CH2:6][OH:7])[CH2:4][CH3:5])[OH:2].[C:10]([O:16]C(C)(C)C)(=[O:15])[CH2:11][C:12]([CH3:14])=[O:13], predict the reaction product. The product is: [C:10]([OH:16])(=[O:15])[CH2:11][C:12]([CH3:14])=[O:13].[C:10]([OH:16])(=[O:15])[CH2:11][C:12]([CH3:14])=[O:13].[C:10]([OH:16])(=[O:15])[CH2:11][C:12]([CH3:14])=[O:13].[CH2:1]([C:3]([CH2:8][OH:9])([CH2:6][OH:7])[CH2:4][CH3:5])[OH:2]. (4) The product is: [C:10]([N:13]1[CH2:18][CH2:17][N:16]([C:42](=[O:43])[CH2:41][N:32]2[C:22]3=[N:23][N:24]=[C:25]([C:26]4[CH:31]=[CH:30][CH:29]=[CH:28][CH:27]=4)[C:20]([Cl:19])=[C:21]3[C:34]([C:35]3[CH:40]=[CH:39][CH:38]=[CH:37][CH:36]=3)=[N:33]2)[CH2:15][CH2:14]1)(=[O:12])[CH3:11]. Given the reactants C(N(C(C)C)CC)(C)C.[C:10]([N:13]1[CH2:18][CH2:17][NH:16][CH2:15][CH2:14]1)(=[O:12])[CH3:11].[Cl:19][C:20]1[C:25]([C:26]2[CH:31]=[CH:30][CH:29]=[CH:28][CH:27]=2)=[N:24][N:23]=[C:22]2[N:32]([CH2:41][C:42](O)=[O:43])[N:33]=[C:34]([C:35]3[CH:40]=[CH:39][CH:38]=[CH:37][CH:36]=3)[C:21]=12.Cl.CN(C)CCCN=C=NCC.OC1C=CC=C[N+]=1[O-], predict the reaction product. (5) Given the reactants [NH2:1][C:2]1[CH:3]=[C:4]2[C:8](=[CH:9][CH:10]=1)[N:7]([C:11]1[CH:21]=[CH:20][C:14]([C:15]([O:17][CH2:18][CH3:19])=[O:16])=[CH:13][CH:12]=1)[N:6]=[CH:5]2.[OH:22][CH2:23][CH2:24][N:25]1[C:33]2[C:28](=[CH:29][C:30]([C:34](O)=[O:35])=[CH:31][CH:32]=2)[CH:27]=[CH:26]1, predict the reaction product. The product is: [OH:22][CH2:23][CH2:24][N:25]1[C:33]2[C:28](=[CH:29][C:30]([C:34]([NH:1][C:2]3[CH:3]=[C:4]4[C:8](=[CH:9][CH:10]=3)[N:7]([C:11]3[CH:12]=[CH:13][C:14]([C:15]([O:17][CH2:18][CH3:19])=[O:16])=[CH:20][CH:21]=3)[N:6]=[CH:5]4)=[O:35])=[CH:31][CH:32]=2)[CH:27]=[CH:26]1.